From a dataset of Full USPTO retrosynthesis dataset with 1.9M reactions from patents (1976-2016). Predict the reactants needed to synthesize the given product. Given the product [Br:27][C:28]1[CH:33]=[CH:32][C:31]([C:34]([N:36]2[CH2:40][CH2:39][CH2:38][C@H:37]2[CH2:41][I:25])=[O:35])=[CH:30][CH:29]=1, predict the reactants needed to synthesize it. The reactants are: N1C=CN=C1.C1(P(C2C=CC=CC=2)C2C=CC=CC=2)C=CC=CC=1.[I:25]I.[Br:27][C:28]1[CH:33]=[CH:32][C:31]([C:34]([N:36]2[CH2:40][CH2:39][CH2:38][C@H:37]2[CH2:41]O)=[O:35])=[CH:30][CH:29]=1.